The task is: Predict the reaction yield, written as a fraction of the theoretical maximum amount of product (1.0 means a 100% yield; for example, 0.34 means a 34% yield).. This data is from Reaction yield outcomes from USPTO patents with 853,638 reactions. The reactants are [Br:1][C:2]1[CH:3]=[C:4]2[C:8](=[CH:9][CH:10]=1)[N:7](C(=O)C)[CH2:6][CH2:5]2.C([O-])([O-])=O.[Na+].[Na+]. The catalyst is Cl. The product is [Br:1][C:2]1[CH:3]=[C:4]2[C:8](=[CH:9][CH:10]=1)[NH:7][CH2:6][CH2:5]2. The yield is 0.550.